Dataset: Forward reaction prediction with 1.9M reactions from USPTO patents (1976-2016). Task: Predict the product of the given reaction. (1) Given the reactants [OH:1][C:2]1[CH:3]=[C:4]([CH2:9][C:10]#[N:11])[CH:5]=[CH:6][C:7]=1[OH:8].CO[C:14](OC)([CH3:16])[CH3:15].CC1C=CC(S(O)(=O)=O)=CC=1, predict the reaction product. The product is: [CH3:15][C:14]1([CH3:16])[O:8][C:7]2[CH:6]=[CH:5][C:4]([CH2:9][C:10]#[N:11])=[CH:3][C:2]=2[O:1]1. (2) Given the reactants C(OC([N:8]1[C@@H:12](/[CH:13]=[C:14](/[C:17]2[CH:22]=[CH:21][CH:20]=[CH:19][CH:18]=2)\[CH2:15][CH3:16])[CH2:11][O:10]C1(C)C)=O)(C)(C)C.Cl, predict the reaction product. The product is: [NH2:8][C@@H:12](/[CH:13]=[C:14](/[C:17]1[CH:18]=[CH:19][CH:20]=[CH:21][CH:22]=1)\[CH2:15][CH3:16])[CH2:11][OH:10]. (3) Given the reactants [CH2:1]([O:3][C:4](=[O:13])[C:5]1[CH:10]=[CH:9][CH:8]=[C:7]([NH:11][NH2:12])[CH:6]=1)[CH3:2].[F:14][C:15]([F:22])([F:21])[C:16](=O)[CH2:17][C:18]#[N:19].Cl, predict the reaction product. The product is: [NH2:19][C:18]1[N:11]([C:7]2[CH:6]=[C:5]([CH:10]=[CH:9][CH:8]=2)[C:4]([O:3][CH2:1][CH3:2])=[O:13])[N:12]=[C:16]([C:15]([F:22])([F:21])[F:14])[CH:17]=1. (4) Given the reactants [F:1][C:2]1[C:3]([C:9]2[CH:10]=[C:11](N)[CH:12]=[CH:13][C:14]=2[F:15])=[N:4][CH:5]=[C:6]([F:8])[CH:7]=1.N([O-])=O.[Na+].[OH-].[Na+].N.[BrH:24], predict the reaction product. The product is: [Br:24][C:11]1[CH:12]=[CH:13][C:14]([F:15])=[C:9]([C:3]2[C:2]([F:1])=[CH:7][C:6]([F:8])=[CH:5][N:4]=2)[CH:10]=1. (5) Given the reactants Br[C:2]1[C:7]([CH3:8])=[CH:6][N+:5]([O-:9])=[C:4]([CH3:10])[C:3]=1[CH3:11].O1CC[CH2:14][CH2:13]1.C([Al](CC)CC)C.[Cl-].[NH4+], predict the reaction product. The product is: [CH2:13]([C:2]1[C:7]([CH3:8])=[CH:6][N+:5]([O-:9])=[C:4]([CH3:10])[C:3]=1[CH3:11])[CH3:14]. (6) Given the reactants [NH2:1][C@@H:2]1[CH2:7][CH2:6][C@H:5]([C:8]([O:10][CH2:11][CH3:12])=[O:9])[CH2:4][CH2:3]1.[F:13][C:14]1[CH:43]=[CH:42][C:17]([C:18](/[N:20]=[C:21]2\NC3C=CC(CO)=CC=3[N:25]\2[C@@H:26]2[CH2:31][CH2:30][C@H:29]([C:32](OC)=[O:33])[CH2:28][CH2:27]2)=[O:19])=[CH:16][CH:15]=1, predict the reaction product. The product is: [F:13][C:14]1[CH:43]=[CH:42][C:17]([C:18]([NH:20][C:21]2[N:1]([C@@H:2]3[CH2:3][CH2:4][C@H:5]([C:8]([O:10][CH2:11][CH3:12])=[O:9])[CH2:6][CH2:7]3)[C:31]3[CH:30]=[C:29]([CH2:32][OH:33])[CH:28]=[CH:27][C:26]=3[N:25]=2)=[O:19])=[CH:16][CH:15]=1.